From a dataset of Full USPTO retrosynthesis dataset with 1.9M reactions from patents (1976-2016). Predict the reactants needed to synthesize the given product. Given the product [NH2:16][C:3]1[CH:4]=[N:5][N:6]([CH2:7][C:8]2[CH:13]=[CH:12][C:11]([O:14][CH3:15])=[CH:10][CH:9]=2)[C:2]=1[N:25]1[CH2:24][CH2:23][N:22]([C:26]([O:28][C:29]([CH3:32])([CH3:31])[CH3:30])=[O:27])[CH2:21][C@H:20]1[CH3:19], predict the reactants needed to synthesize it. The reactants are: Cl[C:2]1[N:6]([CH2:7][C:8]2[CH:13]=[CH:12][C:11]([O:14][CH3:15])=[CH:10][CH:9]=2)[N:5]=[CH:4][C:3]=1[N+:16]([O-])=O.[CH3:19][C@H:20]1[NH:25][CH2:24][CH2:23][N:22]([C:26]([O:28][C:29]([CH3:32])([CH3:31])[CH3:30])=[O:27])[CH2:21]1.